Predict the product of the given reaction. From a dataset of Forward reaction prediction with 1.9M reactions from USPTO patents (1976-2016). (1) Given the reactants [NH2:1][C:2]1[CH:6]=[C:5]([C:7]2[CH:12]=[CH:11][C:10]([O:13][CH3:14])=[CH:9][CH:8]=2)[S:4][C:3]=1[C:15]([OH:17])=[O:16].[N:18]([C:21]1[C:26]([CH3:27])=[CH:25][C:24]([CH3:28])=[CH:23][C:22]=1[CH3:29])=[C:19]=[O:20].C(N(CC)CC)C, predict the reaction product. The product is: [CH3:14][O:13][C:10]1[CH:9]=[CH:8][C:7]([C:5]2[S:4][C:3]([C:15]([OH:17])=[O:16])=[C:2]([NH:1][C:19]([NH:18][C:21]3[C:22]([CH3:29])=[CH:23][C:24]([CH3:28])=[CH:25][C:26]=3[CH3:27])=[O:20])[CH:6]=2)=[CH:12][CH:11]=1. (2) Given the reactants [Br:1][C:2]1[CH:11]=[C:10]2[C:5]([C:6]([NH:12][C:13]3[CH:18]=[CH:17][C:16]([F:19])=[CH:15][C:14]=3[OH:20])=[N:7][CH:8]=[N:9]2)=[C:4]([F:21])[CH:3]=1.[CH2:22]([O:24][C:25](=[O:29])[C@@H:26](O)[CH3:27])[CH3:23].C1C=CC(P(C2C=CC=CC=2)C2C=CC=CC=2)=CC=1.C1COCC1, predict the reaction product. The product is: [Br:1][C:2]1[CH:11]=[C:10]2[C:5]([C:6]([NH:12][C:13]3[CH:18]=[CH:17][C:16]([F:19])=[CH:15][C:14]=3[O:20][C@H:26]([CH3:27])[C:25]([O:24][CH2:22][CH3:23])=[O:29])=[N:7][CH:8]=[N:9]2)=[C:4]([F:21])[CH:3]=1. (3) Given the reactants C([O:3][C:4](=[O:36])[C:5]1[CH:10]=[C:9]([C:11]([F:14])([F:13])[F:12])[CH:8]=[C:7]([N:15]2[C:19]([CH3:20])=[CH:18][CH:17]=[C:16]2[C:21]2[CH:26]=[C:25]([Br:27])[CH:24]=[CH:23][C:22]=2[O:28][CH2:29][C:30]2[CH:35]=[CH:34][CH:33]=[CH:32][CH:31]=2)[CH:6]=1)C.[OH-].[Na+], predict the reaction product. The product is: [Br:27][C:25]1[CH:24]=[CH:23][C:22]([O:28][CH2:29][C:30]2[CH:35]=[CH:34][CH:33]=[CH:32][CH:31]=2)=[C:21]([C:16]2[N:15]([C:7]3[CH:6]=[C:5]([CH:10]=[C:9]([C:11]([F:12])([F:13])[F:14])[CH:8]=3)[C:4]([OH:36])=[O:3])[C:19]([CH3:20])=[CH:18][CH:17]=2)[CH:26]=1. (4) Given the reactants [CH3:1][O:2][C:3]1[CH:4]=[C:5]2[C:10](=[CH:11][CH:12]=1)[C:9]([CH2:13][C:14]1[CH:19]=[CH:18][C:17]([O:20][CH2:21][CH2:22][N:23]3[CH2:28][CH2:27][CH2:26][CH2:25][CH2:24]3)=[CH:16][CH:15]=1)=[C:8](OS(C(F)(F)F)(=O)=O)[CH:7]=[CH:6]2.[F:37][C:38]1[CH:43]=[CH:42][CH:41]=[CH:40][C:39]=1B(O)O.[F-].[Cs+], predict the reaction product. The product is: [F:37][C:38]1[CH:43]=[CH:42][CH:41]=[CH:40][C:39]=1[C:8]1[CH:7]=[CH:6][C:5]2[C:10](=[CH:11][CH:12]=[C:3]([O:2][CH3:1])[CH:4]=2)[C:9]=1[CH2:13][C:14]1[CH:19]=[CH:18][C:17]([O:20][CH2:21][CH2:22][N:23]2[CH2:28][CH2:27][CH2:26][CH2:25][CH2:24]2)=[CH:16][CH:15]=1. (5) Given the reactants [Br:1][C:2]1[CH:7]=[C:6]([F:8])[CH:5]=[C:4]([N+]([O-])=O)[C:3]=1[CH:12]=[CH:13][N:14]1CCCC1.O.NN, predict the reaction product. The product is: [Br:1][C:2]1[CH:7]=[C:6]([F:8])[CH:5]=[C:4]2[C:3]=1[CH:12]=[CH:13][NH:14]2.